From a dataset of Reaction yield outcomes from USPTO patents with 853,638 reactions. Predict the reaction yield, written as a fraction of the theoretical maximum amount of product (1.0 means a 100% yield; for example, 0.34 means a 34% yield). The reactants are [O:1]=[C:2]1[CH2:7][CH2:6][N:5]([C:8]([O:10][C:11]([CH3:14])([CH3:13])[CH3:12])=[O:9])[CH2:4][CH2:3]1.P([O-])([O-])(O)=O.[Na+].[Na+].[Br:22]Br. The catalyst is C(Cl)(Cl)Cl. The product is [Br:22][CH:7]1[C:2](=[O:1])[CH2:3][CH2:4][N:5]([C:8]([O:10][C:11]([CH3:14])([CH3:13])[CH3:12])=[O:9])[CH2:6]1. The yield is 0.420.